Dataset: Peptide-MHC class I binding affinity with 185,985 pairs from IEDB/IMGT. Task: Regression. Given a peptide amino acid sequence and an MHC pseudo amino acid sequence, predict their binding affinity value. This is MHC class I binding data. (1) The peptide sequence is LIFLLVLLDY. The MHC is HLA-A02:01 with pseudo-sequence HLA-A02:01. The binding affinity (normalized) is 0.573. (2) The peptide sequence is HHQDTGEES. The MHC is HLA-A02:01 with pseudo-sequence HLA-A02:01. The binding affinity (normalized) is 0. (3) The peptide sequence is VLDMCAALK. The MHC is HLA-A33:01 with pseudo-sequence HLA-A33:01. The binding affinity (normalized) is 0.120. (4) The peptide sequence is DIINSVSIIL. The MHC is HLA-A02:06 with pseudo-sequence HLA-A02:06. The binding affinity (normalized) is 0.400. (5) The peptide sequence is KLLQICMWF. The MHC is HLA-A26:01 with pseudo-sequence HLA-A26:01. The binding affinity (normalized) is 0.0847. (6) The peptide sequence is SFECSRTPL. The MHC is H-2-Kb with pseudo-sequence H-2-Kb. The binding affinity (normalized) is 0.120. (7) The peptide sequence is YKVASEGFQY. The MHC is HLA-B35:01 with pseudo-sequence HLA-B35:01. The binding affinity (normalized) is 0.235. (8) The peptide sequence is SHEQGDIAL. The MHC is HLA-B08:01 with pseudo-sequence HLA-B08:01. The binding affinity (normalized) is 0.0847.